This data is from Forward reaction prediction with 1.9M reactions from USPTO patents (1976-2016). The task is: Predict the product of the given reaction. Given the reactants [CH2:1]([O:3][C:4](=[O:25])[CH:5]([NH2:24])[CH2:6][CH2:7][O:8][C:9]1[CH:14]=[CH:13][C:12]([O:15][C:16]([C:19]([O:21][CH2:22][CH3:23])=[O:20])([CH3:18])[CH3:17])=[CH:11][CH:10]=1)[CH3:2].[CH:26](=O)[C:27]1[CH:32]=[CH:31][CH:30]=[CH:29][CH:28]=1.C(O[BH-](OC(=O)C)OC(=O)C)(=O)C.[Na+], predict the reaction product. The product is: [CH2:1]([O:3][C:4](=[O:25])[CH:5]([NH:24][CH2:26][C:27]1[CH:32]=[CH:31][CH:30]=[CH:29][CH:28]=1)[CH2:6][CH2:7][O:8][C:9]1[CH:14]=[CH:13][C:12]([O:15][C:16]([C:19]([O:21][CH2:22][CH3:23])=[O:20])([CH3:18])[CH3:17])=[CH:11][CH:10]=1)[CH3:2].